This data is from Catalyst prediction with 721,799 reactions and 888 catalyst types from USPTO. The task is: Predict which catalyst facilitates the given reaction. (1) Reactant: C(OC([N:11]1[CH2:16][CH2:15][CH2:14][CH:13]([CH:17]=[CH:18][C:19]2[S:23][C:22]([C:24]3[CH:29]=[CH:28][C:27]([Cl:30])=[CH:26][CH:25]=3)=[N:21][C:20]=2[CH3:31])[CH2:12]1)=O)C1C=CC=CC=1. Product: [Cl:30][C:27]1[CH:28]=[CH:29][C:24]([C:22]2[S:23][C:19]([CH:18]=[CH:17][CH:13]3[CH2:14][CH2:15][CH2:16][NH:11][CH2:12]3)=[C:20]([CH3:31])[N:21]=2)=[CH:25][CH:26]=1. The catalyst class is: 33. (2) Reactant: [C:1]([C:3]1[CH:4]=[C:5]([C:14]2[O:18][N:17]=[C:16]([C:19]3[CH:27]=[CH:26][C:25]4[NH:24][C:23]5[CH:28]([CH2:31][C:32]([O:34]CC)=[O:33])[CH2:29][CH2:30][C:22]=5[C:21]=4[CH:20]=3)[N:15]=2)[CH:6]=[C:7]([O:9][C:10]([F:13])([F:12])[F:11])[CH:8]=1)#[N:2].C(N(CC)CC)C.[Br-].[Li+]. Product: [C:1]([C:3]1[CH:4]=[C:5]([C:14]2[O:18][N:17]=[C:16]([C:19]3[CH:27]=[CH:26][C:25]4[NH:24][C:23]5[CH:28]([CH2:31][C:32]([OH:34])=[O:33])[CH2:29][CH2:30][C:22]=5[C:21]=4[CH:20]=3)[N:15]=2)[CH:6]=[C:7]([O:9][C:10]([F:13])([F:11])[F:12])[CH:8]=1)#[N:2]. The catalyst class is: 192. (3) Reactant: [CH3:1][NH:2][CH3:3].[O:4]=[S:5]1(=[O:29])[C:10]2[CH:11]=[C:12]([O:15][C:16]3[CH:21]=[CH:20][C:19]([CH2:22][C:23](O)=[O:24])=[CH:18][CH:17]=3)[CH:13]=[CH:14][C:9]=2[N:8]2[CH2:26][CH2:27][CH2:28][CH:7]2[NH:6]1. Product: [O:4]=[S:5]1(=[O:29])[C:10]2[CH:11]=[C:12]([O:15][C:16]3[CH:17]=[CH:18][C:19]([CH2:22][C:23]([N:2]([CH3:3])[CH3:1])=[O:24])=[CH:20][CH:21]=3)[CH:13]=[CH:14][C:9]=2[N:8]2[CH2:26][CH2:27][CH2:28][CH:7]2[NH:6]1. The catalyst class is: 1. (4) Reactant: [CH3:1][C:2]1([CH3:8])[CH2:6][NH:5][C:4](=[O:7])[CH2:3]1.[H-].[Na+].Cl[C:12]1[N:17]=[CH:16][C:15]([C:18]#[N:19])=[CH:14][CH:13]=1. Product: [CH3:1][C:2]1([CH3:8])[CH2:6][N:5]([C:12]2[N:17]=[CH:16][C:15]([C:18]#[N:19])=[CH:14][CH:13]=2)[C:4](=[O:7])[CH2:3]1. The catalyst class is: 11. (5) Reactant: O=C[C:3]([O:5][CH2:6][CH3:7])=O.COC1C=C(N)C(N)=CC=1.CO[C:20]1[CH:21]=[C:22]2[C:27](=CC=1)[NH:26][C:25](=[O:30])[CH:24]=[N:23]2. Product: [CH3:3][O:5][C:6]1[CH:7]=[C:27]2[C:22]([N:23]=[CH:24][C:25](=[O:30])[NH:26]2)=[CH:21][CH:20]=1. The catalyst class is: 234. (6) Product: [Br:1][C:2]1[CH:9]=[C:8]([NH:11][C@@H:12]2[CH2:17][CH2:16][CH2:15][CH2:14][C@@H:13]2[NH:18][C:19](=[O:25])[O:20][C:21]([CH3:23])([CH3:22])[CH3:24])[CH:7]=[CH:6][C:3]=1[C:4]#[N:5]. The catalyst class is: 58. Reactant: [Br:1][C:2]1[CH:9]=[C:8](F)[CH:7]=[CH:6][C:3]=1[C:4]#[N:5].[NH2:11][C@@H:12]1[CH2:17][CH2:16][CH2:15][CH2:14][C@@H:13]1[NH:18][C:19](=[O:25])[O:20][C:21]([CH3:24])([CH3:23])[CH3:22].CCN(C(C)C)C(C)C.CCOC(C)=O. (7) Reactant: [C:1]([C:3]1[CH:4]=[C:5]([C:13]2[O:17][N:16]=[C:15]([C:18]3[CH:27]=[CH:26][CH:25]=[C:24]4[C:19]=3[CH2:20][CH2:21][CH2:22][C@H:23]4[NH:28][S:29]([CH2:32][C:33]([OH:35])=O)(=[O:31])=[O:30])[N:14]=2)[CH:6]=[CH:7][C:8]=1[O:9][CH:10]([CH3:12])[CH3:11])#[N:2].ON1C2C=CC=CC=2N=N1.C(Cl)CCl.[CH3:50][NH:51][CH3:52]. Product: [C:1]([C:3]1[CH:4]=[C:5]([C:13]2[O:17][N:16]=[C:15]([C:18]3[CH:27]=[CH:26][CH:25]=[C:24]4[C:19]=3[CH2:20][CH2:21][CH2:22][C@H:23]4[NH:28][S:29]([CH2:32][C:33]([N:51]([CH3:52])[CH3:50])=[O:35])(=[O:31])=[O:30])[N:14]=2)[CH:6]=[CH:7][C:8]=1[O:9][CH:10]([CH3:12])[CH3:11])#[N:2]. The catalyst class is: 634. (8) The catalyst class is: 391. Product: [NH2:1][C:2]1[N:10]=[C:9]([Cl:11])[CH:8]=[CH:7][C:3]=1[C:4]([NH:59][CH2:58][C:57]1[CH:60]=[CH:61][C:54]([O:53][CH2:46][C:47]2[CH:52]=[CH:51][CH:50]=[CH:49][CH:48]=2)=[CH:55][CH:56]=1)=[O:6]. Reactant: [NH2:1][C:2]1[N:10]=[C:9]([Cl:11])[CH:8]=[CH:7][C:3]=1[C:4]([OH:6])=O.C(N(CC)CC)C.F[P-](F)(F)(F)(F)F.N1(O[P+](N(C)C)(N(C)C)N(C)C)C2C=CC=CC=2N=N1.[CH2:46]([O:53][C:54]1[CH:61]=[CH:60][C:57]([CH2:58][NH2:59])=[CH:56][CH:55]=1)[C:47]1[CH:52]=[CH:51][CH:50]=[CH:49][CH:48]=1.N1C2C(=NC=CC=2)C=C1.